From a dataset of Full USPTO retrosynthesis dataset with 1.9M reactions from patents (1976-2016). Predict the reactants needed to synthesize the given product. Given the product [CH3:21][C:22]1[N:23]=[C:24]([N:32]2[CH2:36][CH2:35][N:34]([CH2:15][C:14]3[CH:17]=[CH:18][C:11]([C:10]([F:20])([F:19])[F:9])=[CH:12][CH:13]=3)[C:33]2=[O:37])[S:25][C:26]=1[C:27]([O:29][CH2:30][CH3:31])=[O:28], predict the reactants needed to synthesize it. The reactants are: C(Br)C1C=CC=CC=1.[F:9][C:10]([F:20])([F:19])[C:11]1[CH:18]=[CH:17][C:14]([CH2:15]Br)=[CH:13][CH:12]=1.[CH3:21][C:22]1[N:23]=[C:24]([N:32]2[CH2:36][CH2:35][NH:34][C:33]2=[O:37])[S:25][C:26]=1[C:27]([O:29][CH2:30][CH3:31])=[O:28].